This data is from Reaction yield outcomes from USPTO patents with 853,638 reactions. The task is: Predict the reaction yield, written as a fraction of the theoretical maximum amount of product (1.0 means a 100% yield; for example, 0.34 means a 34% yield). (1) The reactants are [Br:1][C:2]1[C:14]([F:15])=[CH:13][C:12]([C:16](=[O:18])[NH2:17])=[C:11]2[C:3]=1[C:4]1[CH:5]=[CH:6][C:7]([CH2:19][C:20](OCC)=[O:21])=[CH:8][C:9]=1[NH:10]2.[BH4-].[Li+].[NH4+].[Cl-]. The catalyst is C1COCC1.O. The product is [Br:1][C:2]1[C:3]2[C:4]3[C:9](=[CH:8][C:7]([CH2:19][CH2:20][OH:21])=[CH:6][CH:5]=3)[NH:10][C:11]=2[C:12]([C:16]([NH2:17])=[O:18])=[CH:13][C:14]=1[F:15]. The yield is 0.690. (2) The reactants are [CH3:1][C:2]1[CH:3]=[CH:4][C:5]([N+:11]([O-])=O)=[C:6]([CH:10]=1)[C:7]([NH2:9])=[O:8]. The catalyst is CO.[C].[Pd]. The product is [NH2:11][C:5]1[CH:4]=[CH:3][C:2]([CH3:1])=[CH:10][C:6]=1[C:7]([NH2:9])=[O:8]. The yield is 0.990. (3) The reactants are [CH2:1]([NH:3][C:4]1[C:9]([CH:10]=O)=[CH:8][N:7]=[C:6]([S:12][CH3:13])[N:5]=1)[CH3:2].C(O[C:17](=[O:29])[CH2:18][C:19]1[CH:24]=[C:23]([O:25][CH3:26])[CH:22]=[C:21]([O:27][CH3:28])[CH:20]=1)C.N12CCCN=C1CCCCC2.II. The catalyst is C(OCC)(=O)C.CCCCCCC. The product is [CH3:13][S:12][C:6]1[N:7]=[CH:8][C:9]2[CH:10]=[C:18]([C:19]3[CH:20]=[C:21]([O:27][CH3:28])[CH:22]=[C:23]([O:25][CH3:26])[CH:24]=3)[C:17](=[O:29])[N:3]([CH2:1][CH3:2])[C:4]=2[N:5]=1. The yield is 0.570. (4) The reactants are [CH2:1]([O:3][C:4]1[CH:5]=[C:6]([CH:10]=[CH:11][C:12]=1[O:13][CH:14]([CH3:16])[CH3:15])[C:7]([OH:9])=[O:8])[CH3:2].S(=O)(=O)(O)O.[CH2:22](O)[CH3:23]. No catalyst specified. The product is [CH2:22]([O:8][C:7](=[O:9])[C:6]1[CH:10]=[CH:11][C:12]([O:13][CH:14]([CH3:15])[CH3:16])=[C:4]([O:3][CH2:1][CH3:2])[CH:5]=1)[CH3:23]. The yield is 0.940. (5) The reactants are Br[C:2]1[N:6]2[N:7]=[C:8]([NH2:11])[CH:9]=[CH:10][C:5]2=[N:4][CH:3]=1.[F:12][C:13]1[CH:18]=[CH:17][CH:16]=[CH:15][C:14]=1B(O)O.C([O-])([O-])=O.[Cs+].[Cs+].O1CCOCC1. The catalyst is C(O)C.O. The product is [F:12][C:13]1[CH:18]=[CH:17][CH:16]=[CH:15][C:14]=1[C:2]1[N:6]2[N:7]=[C:8]([NH2:11])[CH:9]=[CH:10][C:5]2=[N:4][CH:3]=1. The yield is 0.550.